This data is from Protein-peptide binding for MDM2, ACE2, and 12ca5 with 34 validated binders. The task is: Binary Classification. Given protein and peptide amino acid sequences, predict whether they interact or not. (1) The peptide is ASFAEYWAALAPK. The protein target is MDM2 with sequence MCNTNMSVPTDGAVTTSQIPASEQETLVRPKPLLLKLLKSVGAQKDTYTMKEVLFYLGQYIMTKRLYDEKQQHIVYCSNDLLGDLFGVPSFSVKEHRKIYTMIYRNLVVVNQQESSDSGTSVSENRCHLEGGSDQKDLVQELQEEKPSSSHLVSRPSTSSRRRAISETEENSDELSGERQRKRHKSDSISLSFDESLALCVIREICCERSSSSESTGTPSNPDLDAGVSEHSGDWLDQDSVSDQFSVEFEVESLDSEDYSLSEEGQELSDEDDEVYQVTVYQAGESDTDSFEEDPEISLADYWKCTSCNEMNPPLPSHCNRCWALRENWLPEDKGKDKGEISEKAKLENSTQAEEGFDVPDCKKTIVNDSRESCVEENDDKITQASQSQESEDYSQPSTSSSIIYSSQEDVKEFEREETQDKEESVESSLPLNAIEPCVICQGRPKNGCIVHGKTGHLMACFTCAKKLKKRNKPCPVCRQPIQMIVLTYFP. (2) The protein target is MDM2 with sequence MCNTNMSVPTDGAVTTSQIPASEQETLVRPKPLLLKLLKSVGAQKDTYTMKEVLFYLGQYIMTKRLYDEKQQHIVYCSNDLLGDLFGVPSFSVKEHRKIYTMIYRNLVVVNQQESSDSGTSVSENRCHLEGGSDQKDLVQELQEEKPSSSHLVSRPSTSSRRRAISETEENSDELSGERQRKRHKSDSISLSFDESLALCVIREICCERSSSSESTGTPSNPDLDAGVSEHSGDWLDQDSVSDQFSVEFEVESLDSEDYSLSEEGQELSDEDDEVYQVTVYQAGESDTDSFEEDPEISLADYWKCTSCNEMNPPLPSHCNRCWALRENWLPEDKGKDKGEISEKAKLENSTQAEEGFDVPDCKKTIVNDSRESCVEENDDKITQASQSQESEDYSQPSTSSSIIYSSQEDVKEFEREETQDKEESVESSLPLNAIEPCVICQGRPKNGCIVHGKTGHLMACFTCAKKLKKRNKPCPVCRQPIQMIVLTYFP. The peptide is TSFAEYWAALSPK. (3) The protein target is MDM2 with sequence MCNTNMSVPTDGAVTTSQIPASEQETLVRPKPLLLKLLKSVGAQKDTYTMKEVLFYLGQYIMTKRLYDEKQQHIVYCSNDLLGDLFGVPSFSVKEHRKIYTMIYRNLVVVNQQESSDSGTSVSENRCHLEGGSDQKDLVQELQEEKPSSSHLVSRPSTSSRRRAISETEENSDELSGERQRKRHKSDSISLSFDESLALCVIREICCERSSSSESTGTPSNPDLDAGVSEHSGDWLDQDSVSDQFSVEFEVESLDSEDYSLSEEGQELSDEDDEVYQVTVYQAGESDTDSFEEDPEISLADYWKCTSCNEMNPPLPSHCNRCWALRENWLPEDKGKDKGEISEKAKLENSTQAEEGFDVPDCKKTIVNDSRESCVEENDDKITQASQSQESEDYSQPSTSSSIIYSSQEDVKEFEREETQDKEESVESSLPLNAIEPCVICQGRPKNGCIVHGKTGHLMACFTCAKKLKKRNKPCPVCRQPIQMIVLTYFP. The peptide is ASFAEYWNALAAK. The binding affinity (KD) is 4.70 nM. (4) The protein target is MDM2 with sequence MCNTNMSVPTDGAVTTSQIPASEQETLVRPKPLLLKLLKSVGAQKDTYTMKEVLFYLGQYIMTKRLYDEKQQHIVYCSNDLLGDLFGVPSFSVKEHRKIYTMIYRNLVVVNQQESSDSGTSVSENRCHLEGGSDQKDLVQELQEEKPSSSHLVSRPSTSSRRRAISETEENSDELSGERQRKRHKSDSISLSFDESLALCVIREICCERSSSSESTGTPSNPDLDAGVSEHSGDWLDQDSVSDQFSVEFEVESLDSEDYSLSEEGQELSDEDDEVYQVTVYQAGESDTDSFEEDPEISLADYWKCTSCNEMNPPLPSHCNRCWALRENWLPEDKGKDKGEISEKAKLENSTQAEEGFDVPDCKKTIVNDSRESCVEENDDKITQASQSQESEDYSQPSTSSSIIYSSQEDVKEFEREETQDKEESVESSLPLNAIEPCVICQGRPKNGCIVHGKTGHLMACFTCAKKLKKRNKPCPVCRQPIQMIVLTYFP. The peptide is LTFQHFWAELTSK. (5) The protein target is ACE2 with sequence MSSSSWLLLSLVAVTAAQSTIEEQAKTFLDKFNHEAEDLFYQSSLASWNYNTNITEENVQNMNNAGDKWSAFLKEQSTLAQMYPLQEIQNLTVKLQLQALQQNGSSVLSEDKSKRLNTILNTMSTIYSTGKVCNPDNPQECLLLEPGLNEIMANSLDYNERLWAWESWRSEVGKQLRPLYEEYVVLKNEMARANHYEDYGDYWRGDYEVNGVDGYDYSRGQLIEDVEHTFEEIKPLYEHLHAYVRAKLMNAYPSYISPIGCLPAHLLGDMWGRFWTNLYSLTVPFGQKPNIDVTDAMVDQAWDAQRIFKEAEKFFVSVGLPNMTQGFWENSMLTDPGNVQKAVCHPTAWDLGKGDFRILMCTKVTMDDFLTAHHEMGHIQYDMAYAAQPFLLRNGANEGFHEAVGEIMSLSAATPKHLKSIGLLSPDFQEDNETEINFLLKQALTIVGTLPFTYMLEKWRWMVFKGEIPKDQWMKKWWEMKREIVGVVEPVPHDETYCDP.... The peptide is LNTTRSVLWYWPK. (6) The protein target is MDM2 with sequence MCNTNMSVPTDGAVTTSQIPASEQETLVRPKPLLLKLLKSVGAQKDTYTMKEVLFYLGQYIMTKRLYDEKQQHIVYCSNDLLGDLFGVPSFSVKEHRKIYTMIYRNLVVVNQQESSDSGTSVSENRCHLEGGSDQKDLVQELQEEKPSSSHLVSRPSTSSRRRAISETEENSDELSGERQRKRHKSDSISLSFDESLALCVIREICCERSSSSESTGTPSNPDLDAGVSEHSGDWLDQDSVSDQFSVEFEVESLDSEDYSLSEEGQELSDEDDEVYQVTVYQAGESDTDSFEEDPEISLADYWKCTSCNEMNPPLPSHCNRCWALRENWLPEDKGKDKGEISEKAKLENSTQAEEGFDVPDCKKTIVNDSRESCVEENDDKITQASQSQESEDYSQPSTSSSIIYSSQEDVKEFEREETQDKEESVESSLPLNAIEPCVICQGRPKNGCIVHGKTGHLMACFTCAKKLKKRNKPCPVCRQPIQMIVLTYFP. The peptide is ASFAEYWNALSAK. (7) The protein target is MDM2 with sequence MCNTNMSVPTDGAVTTSQIPASEQETLVRPKPLLLKLLKSVGAQKDTYTMKEVLFYLGQYIMTKRLYDEKQQHIVYCSNDLLGDLFGVPSFSVKEHRKIYTMIYRNLVVVNQQESSDSGTSVSENRCHLEGGSDQKDLVQELQEEKPSSSHLVSRPSTSSRRRAISETEENSDELSGERQRKRHKSDSISLSFDESLALCVIREICCERSSSSESTGTPSNPDLDAGVSEHSGDWLDQDSVSDQFSVEFEVESLDSEDYSLSEEGQELSDEDDEVYQVTVYQAGESDTDSFEEDPEISLADYWKCTSCNEMNPPLPSHCNRCWALRENWLPEDKGKDKGEISEKAKLENSTQAEEGFDVPDCKKTIVNDSRESCVEENDDKITQASQSQESEDYSQPSTSSSIIYSSQEDVKEFEREETQDKEESVESSLPLNAIEPCVICQGRPKNGCIVHGKTGHLMACFTCAKKLKKRNKPCPVCRQPIQMIVLTYFP. The peptide is LTFEHYWAQLTSK.